Dataset: NCI-60 drug combinations with 297,098 pairs across 59 cell lines. Task: Regression. Given two drug SMILES strings and cell line genomic features, predict the synergy score measuring deviation from expected non-interaction effect. Drug 1: C1CCC(C(C1)N)N.C(=O)(C(=O)[O-])[O-].[Pt+4]. Drug 2: C1CN(P(=O)(OC1)NCCCl)CCCl. Cell line: ACHN. Synergy scores: CSS=7.54, Synergy_ZIP=-30.0, Synergy_Bliss=-59.9, Synergy_Loewe=-57.8, Synergy_HSA=-57.8.